From a dataset of Forward reaction prediction with 1.9M reactions from USPTO patents (1976-2016). Predict the product of the given reaction. (1) Given the reactants Cl[C:2]1[C:3]2[C:13]([C:14]3[CH:19]=[CH:18][CH:17]=[CH:16][CH:15]=3)=[CH:12][S:11][C:4]=2[N:5]=[C:6]([CH:8]2[CH2:10][CH2:9]2)[N:7]=1.[CH2:20]1[CH:27]2[NH:28][CH:22]([CH2:23][C:24]([CH2:26]2)=[O:25])[CH2:21]1.Cl.C(N(CC)CC)C, predict the reaction product. The product is: [CH:8]1([C:6]2[N:7]=[C:2]([N:28]3[CH:22]4[CH2:21][CH2:20][CH:27]3[CH2:26][C:24](=[O:25])[CH2:23]4)[C:3]3[C:13]([C:14]4[CH:19]=[CH:18][CH:17]=[CH:16][CH:15]=4)=[CH:12][S:11][C:4]=3[N:5]=2)[CH2:10][CH2:9]1. (2) Given the reactants Br[CH2:2][CH2:3][CH2:4][CH2:5][CH2:6][CH2:7][O:8][Si:9]([C:12]([CH3:15])([CH3:14])[CH3:13])([CH3:11])[CH3:10].[CH:16]1([NH2:22])[CH2:21][CH2:20][CH2:19][CH2:18][CH2:17]1.C(=O)([O-])[O-].[K+].[K+], predict the reaction product. The product is: [Si:9]([O:8][CH2:7][CH2:6][CH2:5][CH2:4][CH2:3][CH2:2][NH:22][CH:16]1[CH2:21][CH2:20][CH2:19][CH2:18][CH2:17]1)([C:12]([CH3:15])([CH3:14])[CH3:13])([CH3:11])[CH3:10]. (3) Given the reactants [CH:1]1[N:5]2[C:6]3[C:11]([N:12]=[CH:13][C:4]2=[N:3][C:2]=1[CH:14]=[O:15])=[CH:10][CH:9]=[CH:8][CH:7]=3.[Mg+2].[Br-].[Br-].[N+:19]([C:22]1[CH:40]=[CH:39][C:25]([CH2:26][O:27][C:28]([C:30]2[N:31]3[C@H:34]([S:35][CH:36]=2)[C@@H:33]([Br:37])[C:32]3=[O:38])=[O:29])=[CH:24][CH:23]=1)([O-:21])=[O:20].CNC1(NC)C=CN=CC1.[C:51](OC(=O)C)(=[O:53])[CH3:52].C(O)(=O)CC(CC(O)=O)(C(O)=O)O, predict the reaction product. The product is: [N+:19]([C:22]1[CH:40]=[CH:39][C:25]([CH2:26][O:27][C:28]([C:30]2[N:31]3[C@H:34]([S:35][CH:36]=2)[C:33]([CH:14]([O:15][C:51](=[O:53])[CH3:52])[C:2]2[N:3]=[C:4]4[CH:13]=[N:12][C:11]5[C:6](=[CH:7][CH:8]=[CH:9][CH:10]=5)[N:5]4[CH:1]=2)([Br:37])[C:32]3=[O:38])=[O:29])=[CH:24][CH:23]=1)([O-:21])=[O:20]. (4) Given the reactants O.[NH2:2][NH2:3].Cl[C:5]1[N:6]=[N:7][C:8]([C:11]2[CH:16]=[CH:15][CH:14]=[CH:13][CH:12]=2)=[CH:9][N:10]=1, predict the reaction product. The product is: [NH:2]([C:5]1[N:6]=[N:7][C:8]([C:11]2[CH:16]=[CH:15][CH:14]=[CH:13][CH:12]=2)=[CH:9][N:10]=1)[NH2:3]. (5) Given the reactants [NH2:1][C:2]1[C:6]2[C:7](=[O:21])[N:8]([C:12]3[C:19]([F:20])=[CH:18][CH:17]=[CH:16][C:13]=3[C:14]#[N:15])[CH:9]=[C:10](Br)[C:5]=2[NH:4][N:3]=1.[CH3:22][N:23]1[CH:27]=[CH:26][C:25](B2OC(C)(C)C(C)(C)O2)=[N:24]1.C(=O)([O-])[O-].[Na+].[Na+].CN(C)C=O, predict the reaction product. The product is: [NH2:1][C:2]1[C:6]2[C:7](=[O:21])[N:8]([C:12]3[C:19]([F:20])=[CH:18][CH:17]=[CH:16][C:13]=3[C:14]#[N:15])[CH:9]=[C:10]([C:25]3[CH:26]=[CH:27][N:23]([CH3:22])[N:24]=3)[C:5]=2[NH:4][N:3]=1. (6) Given the reactants [Br:1][C:2]1[CH:23]=[CH:22][C:21]2[S:20][C:19]3[C:6](=[CH:7][C:8]4[S:9][C:10]5[C:15]([CH:16]([C:24]6[CH:29]=[CH:28][C:27]([CH:30]([CH2:37][CH2:38][CH2:39][CH2:40][CH2:41][CH3:42])[CH2:31][CH2:32][CH2:33][CH2:34][CH2:35][CH3:36])=[CH:26][CH:25]=6)[C:17]=4[CH:18]=3)=[CH:14][C:13]([Br:43])=[CH:12][CH:11]=5)[CH:5]([C:44]3[CH:49]=[CH:48][C:47]([CH:50]([CH2:57][CH2:58][CH2:59][CH2:60][CH2:61][CH3:62])[CH2:51][CH2:52][CH2:53][CH2:54][CH2:55][CH3:56])=[CH:46][CH:45]=3)[C:4]=2[CH:3]=1.C1(Cl)C(=O)C(Cl)=C(Cl)C(=O)C=1Cl, predict the reaction product. The product is: [Br:43][C:13]1[CH:12]=[CH:11][C:10]2[S:9][C:8]3[C:17]([CH:18]=[C:19]4[C:6]([CH:7]=3)=[C:5]([C:44]3[CH:49]=[CH:48][C:47]([CH:50]([CH2:51][CH2:52][CH2:53][CH2:54][CH2:55][CH3:56])[CH2:57][CH2:58][CH2:59][CH2:60][CH2:61][CH3:62])=[CH:46][CH:45]=3)[C:4]3[C:21](=[CH:22][CH:23]=[C:2]([Br:1])[CH:3]=3)[S:20]4)=[C:16]([C:24]3[CH:25]=[CH:26][C:27]([CH:30]([CH2:37][CH2:38][CH2:39][CH2:40][CH2:41][CH3:42])[CH2:31][CH2:32][CH2:33][CH2:34][CH2:35][CH3:36])=[CH:28][CH:29]=3)[C:15]=2[CH:14]=1. (7) Given the reactants [C:1]([CH2:4][C:5]1[CH:21]=[CH:20][C:8]([CH2:9][S:10][C:11]2[CH:12]=[C:13](B(O)O)[CH:14]=[CH:15][CH:16]=2)=[CH:7][CH:6]=1)([OH:3])=[O:2].Cl[C:23]1[C:32]2[C:27](=[C:28]([C:33]([F:36])([F:35])[F:34])[CH:29]=[CH:30][CH:31]=2)[N:26]=[CH:25][C:24]=1[C:37]([C:39]1[CH:44]=[CH:43][CH:42]=[CH:41][CH:40]=1)=O, predict the reaction product. The product is: [CH2:37]([C:24]1[CH:25]=[N:26][C:27]2[C:32]([C:23]=1[C:13]1[CH:12]=[C:11]([S:10][CH2:9][C:8]3[CH:20]=[CH:21][C:5]([CH2:4][C:1]([OH:3])=[O:2])=[CH:6][CH:7]=3)[CH:16]=[CH:15][CH:14]=1)=[CH:31][CH:30]=[CH:29][C:28]=2[C:33]([F:36])([F:34])[F:35])[C:39]1[CH:40]=[CH:41][CH:42]=[CH:43][CH:44]=1. (8) Given the reactants C[O:2][C:3](=[O:38])[C:4]1[CH:9]=[C:8]([C:10](=[O:26])[C:11]2[CH:16]=[CH:15][C:14]([N:17]([C:19]3[CH:24]=[CH:23][C:22]([Cl:25])=[CH:21][CH:20]=3)[CH3:18])=[CH:13][N:12]=2)[CH:7]=[CH:6][C:5]=1[C:27](=[O:37])[C:28]1[CH:33]=[CH:32][CH:31]=[C:30]([CH:34]([Cl:36])[Cl:35])[CH:29]=1.CCO.[OH-].[Na+].Cl, predict the reaction product. The product is: [Cl:25][C:22]1[CH:21]=[CH:20][C:19]([N:17]([CH3:18])[C:14]2[CH:15]=[CH:16][C:11]([C:10]([C:8]3[CH:7]=[CH:6][C:5]([C:27](=[O:37])[C:28]4[CH:33]=[CH:32][CH:31]=[C:30]([CH:34]([Cl:35])[Cl:36])[CH:29]=4)=[C:4]([CH:9]=3)[C:3]([OH:38])=[O:2])=[O:26])=[N:12][CH:13]=2)=[CH:24][CH:23]=1. (9) Given the reactants [NH2:1][CH:2]([CH:20]([CH3:22])[CH3:21])[C:3]([N:5]1[CH2:10][CH2:9][CH:8]([CH2:11][C:12]2[CH:17]=[CH:16][C:15]([Cl:18])=[C:14]([Cl:19])[CH:13]=2)[CH2:7][CH2:6]1)=O.B.C1COCC1.Cl, predict the reaction product. The product is: [Cl:19][C:14]1[CH:13]=[C:12]([CH:17]=[CH:16][C:15]=1[Cl:18])[CH2:11][CH:8]1[CH2:7][CH2:6][N:5]([CH2:3][CH:2]([NH2:1])[CH:20]([CH3:22])[CH3:21])[CH2:10][CH2:9]1. (10) Given the reactants [CH:1]([N:14]1[CH2:17][CH:16](O)[CH2:15]1)([C:8]1[CH:13]=[CH:12][CH:11]=[CH:10][CH:9]=1)[C:2]1[CH:7]=[CH:6][CH:5]=[CH:4][CH:3]=1.S(Cl)(C)(=O)=O.[CH3:24][NH2:25], predict the reaction product. The product is: [CH:1]([N:14]1[CH2:17][CH:16]([NH:25][CH3:24])[CH2:15]1)([C:8]1[CH:13]=[CH:12][CH:11]=[CH:10][CH:9]=1)[C:2]1[CH:7]=[CH:6][CH:5]=[CH:4][CH:3]=1.